This data is from Full USPTO retrosynthesis dataset with 1.9M reactions from patents (1976-2016). The task is: Predict the reactants needed to synthesize the given product. (1) Given the product [CH3:1][O:2][C:3]1[N:4]=[CH:5][C:6]([NH:14][C:18]([NH:48][C@@H:47]([C:44]2[CH:43]=[CH:42][C:41]([C:40]([F:59])([F:39])[F:60])=[CH:46][CH:45]=2)[C:49]2[C:54]([C:55]([F:58])([F:56])[F:57])=[CH:53][CH:52]=[CH:51][N:50]=2)=[O:28])=[CH:7][N:8]=1, predict the reactants needed to synthesize it. The reactants are: [CH3:1][O:2][C:3]1[N:8]=[CH:7][C:6](C(O)=O)=[CH:5][N:4]=1.CC[N:14]([CH:18](C)C)C(C)C.C1C=CC(P(N=[N+]=[N-])(C2C=CC=CC=2)=[O:28])=CC=1.Cl.[F:39][C:40]([F:60])([F:59])[C:41]1[CH:46]=[CH:45][C:44]([C@@H:47]([C:49]2[C:54]([C:55]([F:58])([F:57])[F:56])=[CH:53][CH:52]=[CH:51][N:50]=2)[NH2:48])=[CH:43][CH:42]=1. (2) Given the product [CH3:18][CH:17]([CH3:19])[CH2:16][C@H:15]([NH:14][C:13](=[O:33])[C@@H:8]([NH:7][C:6](=[O:34])[C@@H:42]([NH:41][C:37]1[CH:36]=[C:35]([C:55]2[CH:60]=[CH:59][CH:58]=[CH:57][CH:56]=2)[CH:40]=[CH:39][CH:38]=1)[CH2:46][C:47]1[CH:48]=[CH:49][C:50]([O:53][CH3:54])=[CH:51][CH:52]=1)[CH2:9][CH:10]([CH3:12])[CH3:11])[B:20]1[O:28][C@H:27]2[C@:22]([CH3:32])([C@H:23]3[CH2:29][C@@H:25]([CH2:26]2)[C:24]3([CH3:30])[CH3:31])[O:21]1, predict the reactants needed to synthesize it. The reactants are: C(O[C:6](=[O:34])[NH:7][C@H:8]([C:13](=[O:33])[NH:14][C@H:15]([B:20]1[O:28][C@H:27]2[C@:22]([CH3:32])([C@H:23]3[CH2:29][C@@H:25]([CH2:26]2)[C:24]3([CH3:31])[CH3:30])[O:21]1)[CH2:16][CH:17]([CH3:19])[CH3:18])[CH2:9][CH:10]([CH3:12])[CH3:11])(C)(C)C.[C:35]1([C:55]2[CH:60]=[CH:59][CH:58]=[CH:57][CH:56]=2)[CH:40]=[CH:39][CH:38]=[C:37]([NH:41][C@@H:42]([CH2:46][C:47]2[CH:52]=[CH:51][C:50]([O:53][CH3:54])=[CH:49][CH:48]=2)C(O)=O)[CH:36]=1. (3) Given the product [NH2:30][C:28]1[N:29]=[C:24]([C:3]2[CH:4]=[CH:5][C:6]3[N:7]([CH:9]=[C:10]([C:12]([NH:14][C:15]4[CH:20]=[CH:19][CH:18]=[CH:17][CH:16]=4)=[O:13])[N:11]=3)[CH:8]=2)[CH:25]=[CH:26][CH:27]=1, predict the reactants needed to synthesize it. The reactants are: C[Sn](C)(C)[C:3]1[CH:4]=[CH:5][C:6]2[N:7]([CH:9]=[C:10]([C:12]([NH:14][C:15]3[CH:20]=[CH:19][CH:18]=[CH:17][CH:16]=3)=[O:13])[N:11]=2)[CH:8]=1.Br[C:24]1[N:29]=[C:28]([NH2:30])[CH:27]=[CH:26][CH:25]=1. (4) The reactants are: [F:1][C:2]1[CH:15]=[C:14]2[C:5]([O:6][C:7]3[CH:8]=[CH:9][C:10]([NH:16][C:17](=[O:23])[O:18][C:19]([CH3:22])([CH3:21])[CH3:20])=[CH:11][C:12]=3[CH2:13]2)=[C:4](B2OC(C)(C)C(C)(C)O2)[CH:3]=1.C(=O)([O-])[O-].[Na+].[Na+].Cl[C:40]1[CH:45]=[C:44]([N:46]2[CH2:51][CH2:50][O:49][CH2:48][CH2:47]2)[CH:43]=[C:42]([O:52][CH2:53][C:54]2[CH:59]=[CH:58][C:57]([O:60][CH3:61])=[CH:56][CH:55]=2)[N:41]=1.COCCOC. Given the product [F:1][C:2]1[CH:15]=[C:14]2[C:5]([O:6][C:7]3[CH:8]=[CH:9][C:10]([NH:16][C:17](=[O:23])[O:18][C:19]([CH3:21])([CH3:20])[CH3:22])=[CH:11][C:12]=3[CH2:13]2)=[C:4]([C:40]2[CH:45]=[C:44]([N:46]3[CH2:51][CH2:50][O:49][CH2:48][CH2:47]3)[CH:43]=[C:42]([O:52][CH2:53][C:54]3[CH:59]=[CH:58][C:57]([O:60][CH3:61])=[CH:56][CH:55]=3)[N:41]=2)[CH:3]=1, predict the reactants needed to synthesize it. (5) Given the product [F:28][C:17]([F:29])([C:18]1[CH:19]=[C:20]2[C:25](=[CH:26][CH:27]=1)[N:24]=[CH:23][CH:22]=[CH:21]2)[C:14]1[N:12]2[N:13]=[C:8]([C:6]3[CH:5]=[CH:4][N:3]=[C:2]([C:30]#[N:31])[CH:7]=3)[CH:9]=[CH:10][C:11]2=[N:16][N:15]=1, predict the reactants needed to synthesize it. The reactants are: Cl[C:2]1[CH:7]=[C:6]([C:8]2[CH:9]=[CH:10][C:11]3[N:12]([C:14]([C:17]([F:29])([F:28])[C:18]4[CH:19]=[C:20]5[C:25](=[CH:26][CH:27]=4)[N:24]=[CH:23][CH:22]=[CH:21]5)=[N:15][N:16]=3)[N:13]=2)[CH:5]=[CH:4][N:3]=1.[CH3:30][N:31](C=O)C. (6) Given the product [CH3:25][O:24][C:7]1[CH:6]=[CH:5][C:4]2[N:3]=[C:2]([NH:30][C:29]3[CH:31]=[CH:32][C:33]([N:34]4[CH2:35][CH2:36][N:37]([CH3:40])[CH2:38][CH2:39]4)=[C:27]([CH3:26])[CH:28]=3)[C:11]3=[N:12][NH:13][CH:14]=[C:10]3[C:9]=2[CH:8]=1, predict the reactants needed to synthesize it. The reactants are: Cl[C:2]1[C:11]2=[N:12][N:13](CC3C=CC(OC)=CC=3)[CH:14]=[C:10]2[C:9]2[CH:8]=[C:7]([O:24][CH3:25])[CH:6]=[CH:5][C:4]=2[N:3]=1.[CH3:26][C:27]1[CH:28]=[C:29]([CH:31]=[CH:32][C:33]=1[N:34]1[CH2:39][CH2:38][N:37]([CH3:40])[CH2:36][CH2:35]1)[NH2:30].Cl. (7) Given the product [CH2:46]([N:50]1[N:54]=[C:53]([CH3:55])[S:52]/[C:51]/1=[CH:56]\[C:9]([CH2:8][C:3]1[CH:4]=[CH:5][CH:6]=[CH:7][C:2]=1[Cl:1])=[O:11])[CH2:47][CH2:48][CH3:49], predict the reactants needed to synthesize it. The reactants are: [Cl:1][C:2]1[CH:7]=[CH:6][CH:5]=[CH:4][C:3]=1[CH2:8][C:9]([OH:11])=O.CN(C(ON1N=NC2C=CC=NC1=2)=[N+](C)C)C.F[P-](F)(F)(F)(F)F.CCN(C(C)C)C(C)C.[I-].[CH2:46]([N+:50]1[N:54]=[C:53]([CH3:55])[S:52][C:51]=1[CH3:56])[CH2:47][CH2:48][CH3:49]. (8) Given the product [CH3:1][S:2]([C:5]1[O:9][C:8](/[C:10](=[N:20]/[S@@:18]([C:15]([CH3:17])([CH3:16])[CH3:14])=[O:19])/[CH2:11][CH3:12])=[CH:7][CH:6]=1)(=[O:4])=[O:3], predict the reactants needed to synthesize it. The reactants are: [CH3:1][S:2]([C:5]1[O:9][C:8]([C:10](=O)[CH2:11][CH3:12])=[CH:7][CH:6]=1)(=[O:4])=[O:3].[CH3:14][C:15]([S@:18]([NH2:20])=[O:19])([CH3:17])[CH3:16]. (9) Given the product [ClH:25].[N:1]12[CH2:7][CH2:6][CH:5]([CH2:8][CH2:9]1)[N:4]([C:10]1[N:15]=[CH:14][C:13]([NH:16][C:23](=[O:24])[C:22]3[CH:26]=[CH:27][CH:28]=[C:20]([N+:17]([O-:19])=[O:18])[CH:21]=3)=[CH:12][CH:11]=1)[CH2:3][CH2:2]2, predict the reactants needed to synthesize it. The reactants are: [N:1]12[CH2:9][CH2:8][CH:5]([CH2:6][CH2:7]1)[N:4]([C:10]1[N:15]=[CH:14][C:13]([NH2:16])=[CH:12][CH:11]=1)[CH2:3][CH2:2]2.[N+:17]([C:20]1[CH:21]=[C:22]([CH:26]=[CH:27][CH:28]=1)[C:23]([Cl:25])=[O:24])([O-:19])=[O:18]. (10) The reactants are: [N:1]1([C:7]2([CH2:13][OH:14])[CH2:12][CH2:11][NH:10][CH2:9][CH2:8]2)[CH2:6][CH2:5][CH2:4][CH2:3][CH2:2]1.[C:15]([O:19][C:20]([NH:22][C@H:23]([CH2:27][C:28]1[CH:33]=[CH:32][C:31]([Cl:34])=[CH:30][CH:29]=1)[C:24](O)=[O:25])=[O:21])([CH3:18])([CH3:17])[CH3:16].ON1C2C=CC=CC=2N=N1.CN(C)CCCN=C=NCC.C(N(CC)C(C)C)(C)C.FC(F)(F)C(O)=O. Given the product [C:15]([O:19][C:20](=[O:21])[NH:22][C@H:23]([CH2:27][C:28]1[CH:29]=[CH:30][C:31]([Cl:34])=[CH:32][CH:33]=1)[C:24]([N:10]1[CH2:11][CH2:12][C:7]([CH2:13][OH:14])([N:1]2[CH2:6][CH2:5][CH2:4][CH2:3][CH2:2]2)[CH2:8][CH2:9]1)=[O:25])([CH3:18])([CH3:16])[CH3:17], predict the reactants needed to synthesize it.